Dataset: Forward reaction prediction with 1.9M reactions from USPTO patents (1976-2016). Task: Predict the product of the given reaction. (1) Given the reactants BrBr.[OH-:3].[Na+].[Br:5][C:6]1[CH:19]=[C:18]([O:20][CH3:21])[CH:17]=[CH:16][C:7]=1[C:8](C1C=CC=CC=1)=[O:9], predict the reaction product. The product is: [Br:5][C:6]1[CH:19]=[C:18]([O:20][CH3:21])[CH:17]=[CH:16][C:7]=1[C:8]([OH:9])=[O:3]. (2) Given the reactants [C:1]([C:3]1[CH:8]=[CH:7][C:6]([C:9]2[N:13]([C:14]3[CH:15]=[N:16][CH:17]=[CH:18][CH:19]=3)[N:12]=[C:11]([C:20]([OH:22])=O)[CH:10]=2)=[CH:5][CH:4]=1)#[N:2].[C:23]([NH2:27])([CH3:26])([CH3:25])[CH3:24], predict the reaction product. The product is: [C:23]([NH:27][C:20]([C:11]1[CH:10]=[C:9]([C:6]2[CH:7]=[CH:8][C:3]([C:1]#[N:2])=[CH:4][CH:5]=2)[N:13]([C:14]2[CH:15]=[N:16][CH:17]=[CH:18][CH:19]=2)[N:12]=1)=[O:22])([CH3:26])([CH3:25])[CH3:24]. (3) Given the reactants [NH:1]1[C:10]2[C:5](=[CH:6][CH:7]=[CH:8][CH:9]=2)[CH2:4][CH2:3][CH:2]1[C:11]1[N:12]([CH3:31])[C:13](=[O:30])[C:14]([O:21][C:22](=[O:29])[C:23]2[CH:28]=[CH:27][CH:26]=[CH:25][CH:24]=2)=[C:15]([C:17]([O:19][CH3:20])=[O:18])[N:16]=1.N1C=CC=CC=1.Cl.[N:39]1[CH:44]=[CH:43][CH:42]=[CH:41][C:40]=1[C:45](Cl)=[O:46], predict the reaction product. The product is: [C:22]([O:21][C:14]1[C:13](=[O:30])[N:12]([CH3:31])[C:11]([CH:2]2[CH2:3][CH2:4][C:5]3[C:10](=[CH:9][CH:8]=[CH:7][CH:6]=3)[N:1]2[C:45]([C:40]2[CH:41]=[CH:42][CH:43]=[CH:44][N:39]=2)=[O:46])=[N:16][C:15]=1[C:17]([O:19][CH3:20])=[O:18])(=[O:29])[C:23]1[CH:24]=[CH:25][CH:26]=[CH:27][CH:28]=1. (4) The product is: [F:1][C:2]1[CH:3]=[C:4]([N:9]2[C:14](=[O:15])[C:13]([O:16][CH2:11][CH:12]([CH3:27])[CH3:13])=[C:12]([C:27]3[CH:32]=[CH:31][C:30]([S:33]([CH3:36])(=[O:35])=[O:34])=[CH:29][CH:28]=3)[CH:11]=[N:10]2)[CH:5]=[CH:6][C:7]=1[F:8]. Given the reactants [F:1][C:2]1[CH:3]=[C:4]([N:9]2[C:14](=[O:15])[C:13]([O:16]S(C3C=CC(C)=CC=3)(=O)=O)=[C:12]([C:27]3[CH:32]=[CH:31][C:30]([S:33]([CH3:36])(=[O:35])=[O:34])=[CH:29][CH:28]=3)[CH:11]=[N:10]2)[CH:5]=[CH:6][C:7]=1[F:8].N, predict the reaction product.